From a dataset of Full USPTO retrosynthesis dataset with 1.9M reactions from patents (1976-2016). Predict the reactants needed to synthesize the given product. (1) Given the product [CH2:7]([NH:9][C:10]([NH:12][C:13]1[S:14][C:15]2[C:21]([C:22]#[C:23][C:24]3[N:25]([CH3:29])[CH:26]=[N:27][CH:28]=3)=[CH:20][C:19]([C:30]3[CH:35]=[N:34][C:33]([N:36]4[CH2:37][CH2:38][C:39]([CH3:47])([C:42]([OH:44])=[O:43])[CH2:40][CH2:41]4)=[N:32][CH:31]=3)=[CH:18][C:16]=2[N:17]=1)=[O:11])[CH3:8], predict the reactants needed to synthesize it. The reactants are: CC(C)([O-])C.[K+].[CH2:7]([NH:9][C:10]([NH:12][C:13]1[S:14][C:15]2[C:21]([C:22]#[C:23][C:24]3[N:25]([CH3:29])[CH:26]=[N:27][CH:28]=3)=[CH:20][C:19]([C:30]3[CH:31]=[N:32][C:33]([N:36]4[CH2:41][CH2:40][C:39]([CH3:47])([C:42]([O:44]CC)=[O:43])[CH2:38][CH2:37]4)=[N:34][CH:35]=3)=[CH:18][C:16]=2[N:17]=1)=[O:11])[CH3:8]. (2) Given the product [CH3:24][O:25][CH2:26][CH2:27][NH:28][C:19]([NH:18][C:16]1[S:17][C:13]2[CH:12]=[C:11]([S:10][C:3]3[N:4]4[CH:9]=[CH:8][CH:7]=[CH:6][C:5]4=[N:1][N:2]=3)[CH:23]=[CH:22][C:14]=2[N:15]=1)=[O:20], predict the reactants needed to synthesize it. The reactants are: [N:1]1[N:2]=[C:3]([S:10][C:11]2[CH:23]=[CH:22][C:14]3[N:15]=[C:16]([NH:18][C:19](=O)[O-:20])[S:17][C:13]=3[CH:12]=2)[N:4]2[CH:9]=[CH:8][CH:7]=[CH:6][C:5]=12.[CH3:24][O:25][CH2:26][CH2:27][NH2:28].